This data is from Full USPTO retrosynthesis dataset with 1.9M reactions from patents (1976-2016). The task is: Predict the reactants needed to synthesize the given product. (1) The reactants are: CC(C)([O-])C.[K+].C[O:8][C:9](=[O:44])[C:10]1[CH:15]=[CH:14][C:13]([CH2:16][CH2:17][S:18]([N:21]2[CH2:42][CH2:41][C:24]3([N:28]=[C:27]([CH:29]4[CH2:34][CH2:33][CH:32]([CH2:35][CH:36]=[C:37]([F:39])[F:38])[CH2:31][CH2:30]4)[NH:26][C:25]3=[O:40])[CH2:23][CH2:22]2)(=[O:20])=[O:19])=[C:12]([CH3:43])[CH:11]=1.Cl. Given the product [F:39][C:37]([F:38])=[CH:36][CH2:35][CH:32]1[CH2:33][CH2:34][CH:29]([C:27]2[NH:26][C:25](=[O:40])[C:24]3([CH2:41][CH2:42][N:21]([S:18]([CH2:17][CH2:16][C:13]4[CH:14]=[CH:15][C:10]([C:9]([OH:44])=[O:8])=[CH:11][C:12]=4[CH3:43])(=[O:20])=[O:19])[CH2:22][CH2:23]3)[N:28]=2)[CH2:30][CH2:31]1, predict the reactants needed to synthesize it. (2) Given the product [NH:1]1[C:5]2[CH:6]=[CH:7][C:8]([CH2:10][N:11]([CH3:12])[C:42](=[O:44])/[CH:41]=[CH:40]/[C:35]3[CH:36]=[N:37][C:38]4[NH:39][C:30](=[O:29])[CH2:31][CH2:32][C:33]=4[CH:34]=3)=[CH:9][C:4]=2[N:3]=[CH:2]1, predict the reactants needed to synthesize it. The reactants are: [NH:1]1[C:5]2[CH:6]=[CH:7][C:8]([CH2:10][NH:11][CH3:12])=[CH:9][C:4]=2[N:3]=[CH:2]1.C(C1C2C(=CC=CC=2)C=CC=1CN)CC.Cl.[O:29]=[C:30]1[NH:39][C:38]2[N:37]=[CH:36][C:35](/[CH:40]=[CH:41]/[C:42]([OH:44])=O)=[CH:34][C:33]=2[CH2:32][CH2:31]1.Cl.CN1CC2C=C(/C=C/C(O)=O)C=NC=2NC(=O)C1.